Dataset: Reaction yield outcomes from USPTO patents with 853,638 reactions. Task: Predict the reaction yield, written as a fraction of the theoretical maximum amount of product (1.0 means a 100% yield; for example, 0.34 means a 34% yield). (1) The reactants are C[O:2][C:3](=[O:49])[CH:4]([NH:25][C:26](=[O:48])[C:27]1[CH:32]=[C:31]([Br:33])[CH:30]=[CH:29][C:28]=1[NH:34][S:35]([C:38]1[CH:43]=[CH:42][C:41]([C:44]([CH3:47])([CH3:46])[CH3:45])=[CH:40][CH:39]=1)(=[O:37])=[O:36])[CH2:5][C:6]1[CH:11]=[CH:10][C:9]([C:12]2[CH:17]=[CH:16][CH:15]=[CH:14][C:13]=2[O:18][C:19]2[CH:24]=[CH:23][CH:22]=[CH:21][CH:20]=2)=[CH:8][CH:7]=1.[Li+].[OH-]. No catalyst specified. The product is [Br:33][C:31]1[CH:30]=[CH:29][C:28]([NH:34][S:35]([C:38]2[CH:39]=[CH:40][C:41]([C:44]([CH3:47])([CH3:46])[CH3:45])=[CH:42][CH:43]=2)(=[O:37])=[O:36])=[C:27]([CH:32]=1)[C:26]([NH:25][CH:4]([CH2:5][C:6]1[CH:7]=[CH:8][C:9]([C:12]2[CH:17]=[CH:16][CH:15]=[CH:14][C:13]=2[O:18][C:19]2[CH:24]=[CH:23][CH:22]=[CH:21][CH:20]=2)=[CH:10][CH:11]=1)[C:3]([OH:49])=[O:2])=[O:48]. The yield is 0.870. (2) The reactants are Br[C:2]1[CH:7]=[C:6]([CH3:8])[C:5]([Br:9])=[CH:4][N:3]=1.[CH:10]([N:13]1[CH2:18][CH2:17][NH:16][CH2:15][CH2:14]1)([CH3:12])[CH3:11].N1C=CC=CC=1. The catalyst is [Cl-].[Na+].O. The product is [Br:9][C:5]1[C:6]([CH3:8])=[CH:7][C:2]([N:16]2[CH2:17][CH2:18][N:13]([CH:10]([CH3:12])[CH3:11])[CH2:14][CH2:15]2)=[N:3][CH:4]=1. The yield is 0.900. (3) The reactants are [F:1][C:2]1[CH:3]=[N:4][C:5]([N:8]2[CH2:16][C@@H:15]3[C@@:10]([C:26]4[S:27][C:28]([F:31])=[CH:29][CH:30]=4)([N:11]=[C:12]([NH:17]C(=O)C4C=CC=CC=4)[S:13][CH2:14]3)[CH2:9]2)=[N:6][CH:7]=1.[OH-].[Li+]. The catalyst is CO. The product is [F:1][C:2]1[CH:7]=[N:6][C:5]([N:8]2[CH2:16][C@@H:15]3[C@@:10]([C:26]4[S:27][C:28]([F:31])=[CH:29][CH:30]=4)([N:11]=[C:12]([NH2:17])[S:13][CH2:14]3)[CH2:9]2)=[N:4][CH:3]=1. The yield is 0.870. (4) The reactants are [Cl:1][C:2]1[C:7](Cl)=[CH:6][N:5]=[CH:4][N:3]=1.[NH2:9][CH:10]1[CH2:14][CH2:13][N:12]([C:15]([O:17][C:18]([CH3:21])([CH3:20])[CH3:19])=[O:16])[CH2:11]1.CCN(C(C)C)C(C)C. The catalyst is C(O)CCC. The product is [Cl:1][C:2]1[N:3]=[CH:4][N:5]=[C:6]([NH:9][CH:10]2[CH2:14][CH2:13][N:12]([C:15]([O:17][C:18]([CH3:21])([CH3:20])[CH3:19])=[O:16])[CH2:11]2)[CH:7]=1. The yield is 0.500. (5) The reactants are [NH2:1][NH2:2].Cl[C:4]1[C:5]([C:11]#[N:12])=[N:6][C:7]([I:10])=[CH:8][N:9]=1. The catalyst is C(O)CCC. The product is [I:10][C:7]1[N:6]=[C:5]2[C:11]([NH2:12])=[N:2][NH:1][C:4]2=[N:9][CH:8]=1. The yield is 0.860. (6) The reactants are [Cl:1][C:2]1[C:3](=[O:12])[N:4]([CH2:9][O:10][CH3:11])[N:5]=[CH:6][C:7]=1Cl.[CH3:13][O-:14].[Na+]. The catalyst is CO. The product is [Cl:1][C:2]1[C:3](=[O:12])[N:4]([CH2:9][O:10][CH3:11])[N:5]=[CH:6][C:7]=1[O:14][CH3:13]. The yield is 0.980. (7) The product is [OH:14][C:13]1[CH:12]=[CH:11][C:6]([C:7]([O:9][CH3:10])=[O:8])=[CH:5][C:4]=1[CH:3]=[C:2]([CH3:21])[CH3:1]. The yield is 0.980. The catalyst is CO. The reactants are [CH3:1][C:2]([CH3:21])=[CH:3][C:4]1[CH:5]=[C:6]([CH:11]=[CH:12][C:13]=1[O:14]C1CCCCO1)[C:7]([O:9][CH3:10])=[O:8].CC1C=CC(S([O-])(=O)=O)=CC=1.C1C=C[NH+]=CC=1. (8) The reactants are [C:1]([C:4]1[C:12]2[O:11][CH2:10][CH:9]([C:13]3[CH:18]=[CH:17][C:16]([CH:19]([CH3:21])[CH3:20])=[CH:15][CH:14]=3)[C:8]=2[C:7]([CH3:22])=[C:6]([NH:23][C:24](=[O:30])[CH2:25][C:26]([CH3:29])([CH3:28])[CH3:27])[C:5]=1[CH3:31])(=[O:3])[CH3:2].[C:32](OCC)(=O)C.CCCCCC. No catalyst specified. The product is [OH:3][C:1]([C:4]1[C:12]2[O:11][CH2:10][CH:9]([C:13]3[CH:18]=[CH:17][C:16]([CH:19]([CH3:20])[CH3:21])=[CH:15][CH:14]=3)[C:8]=2[C:7]([CH3:22])=[C:6]([NH:23][C:24](=[O:30])[CH2:25][C:26]([CH3:29])([CH3:28])[CH3:27])[C:5]=1[CH3:31])([CH3:32])[CH3:2]. The yield is 0.340. (9) The reactants are [NH2:1][C:2]1[CH:7]=[CH:6][CH:5]=[CH:4][C:3]=1[C:8]#[C:9][C:10]1[C:11]([O:38][CH3:39])=[CH:12][C:13]([O:36][CH3:37])=[C:14](/[CH:16]=[CH:17]/[C:18]([C:20]2[CH:25]=[CH:24][C:23]([S:26]([NH:29][C:30]3[CH:35]=[CH:34][CH:33]=[CH:32][N:31]=3)(=[O:28])=[O:27])=[CH:22][CH:21]=2)=[O:19])[CH:15]=1. The catalyst is C(#N)C.[Pd](Cl)Cl. The product is [NH:1]1[C:2]2[C:3](=[CH:4][CH:5]=[CH:6][CH:7]=2)[CH:8]=[C:9]1[C:10]1[C:11]([O:38][CH3:39])=[CH:12][C:13]([O:36][CH3:37])=[C:14](/[CH:16]=[CH:17]/[C:18]([C:20]2[CH:25]=[CH:24][C:23]([S:26]([NH:29][C:30]3[CH:35]=[CH:34][CH:33]=[CH:32][N:31]=3)(=[O:28])=[O:27])=[CH:22][CH:21]=2)=[O:19])[CH:15]=1. The yield is 0.440.